This data is from Forward reaction prediction with 1.9M reactions from USPTO patents (1976-2016). The task is: Predict the product of the given reaction. (1) Given the reactants Cl.[CH2:2]([O:9][C:10]1[CH:11]=[C:12]([S:16]([NH:19][C:20]([C@@:22]2([NH:27][C:28]([C@H:30]3[CH2:34][CH2:33][NH:32][CH2:31]3)=[O:29])[CH2:24][C@H:23]2[CH:25]=[CH2:26])=[O:21])(=[O:18])=[O:17])[CH:13]=[CH:14][CH:15]=1)[C:3]1[CH:8]=[CH:7][CH:6]=[CH:5][CH:4]=1.Cl[CH2:36][C:37]1[C:46]2[C:41](=[CH:42][CH:43]=[CH:44][CH:45]=2)[CH:40]=[CH:39][CH:38]=1.C([O-])([O-])=O.[K+].[K+], predict the reaction product. The product is: [CH2:2]([O:9][C:10]1[CH:11]=[C:12]([S:16]([NH:19][C:20]([C@@:22]2([NH:27][C:28]([C@H:30]3[CH2:34][CH2:33][N:32]([CH2:36][C:37]4[C:46]5[C:41](=[CH:42][CH:43]=[CH:44][CH:45]=5)[CH:40]=[CH:39][CH:38]=4)[CH2:31]3)=[O:29])[CH2:24][C@H:23]2[CH:25]=[CH2:26])=[O:21])(=[O:18])=[O:17])[CH:13]=[CH:14][CH:15]=1)[C:3]1[CH:4]=[CH:5][CH:6]=[CH:7][CH:8]=1. (2) Given the reactants C(OC([N:8]1[CH2:12][CH2:11][C@H:10]([CH:13]([O:18][C:19]2[C:20]([CH3:28])=[N:21][C:22]([O:25][CH2:26][CH3:27])=[CH:23][CH:24]=2)[CH2:14][CH:15]([CH3:17])[CH3:16])[CH2:9]1)=O)(C)(C)C.Cl, predict the reaction product. The product is: [CH2:26]([O:25][C:22]1[N:21]=[C:20]([CH3:28])[C:19]([O:18][CH:13]([C@H:10]2[CH2:11][CH2:12][NH:8][CH2:9]2)[CH2:14][CH:15]([CH3:16])[CH3:17])=[CH:24][CH:23]=1)[CH3:27]. (3) Given the reactants [NH2:1][C:2]1[C:3](=[O:9])[N:4]([CH3:8])[N:5]=[CH:6][CH:7]=1.[F:10][C:11]1[CH:23]=[CH:22][C:14]([O:15][CH:16]2[CH2:21][CH2:20][NH:19][CH2:18][CH2:17]2)=[CH:13][C:12]=1[C:24]([F:27])([F:26])[F:25].Cl.FC(F)(F)C1C=CC=C[C:32]=1[O:33]C1CCNCC1, predict the reaction product. The product is: [CH3:8][N:4]1[C:3](=[O:9])[C:2]([NH:1][C:32]([N:19]2[CH2:20][CH2:21][CH:16]([O:15][C:14]3[CH:13]=[C:12]([C:24]([F:27])([F:25])[F:26])[C:11]([F:10])=[CH:23][CH:22]=3)[CH2:17][CH2:18]2)=[O:33])=[CH:7][CH:6]=[N:5]1. (4) The product is: [CH3:1][C@H:2]1[C:13](=[O:14])[O:12][CH2:11][C@@H:10]([C:15]2[CH:20]=[CH:19][CH:18]=[CH:17][CH:16]=2)[NH:9][C:8](=[O:21])[CH2:7][CH2:6][CH2:5][CH2:4][CH2:3]1. Given the reactants [CH3:1][C@H:2]1[C:13](=[O:14])[O:12][CH2:11][C@@H:10]([C:15]2[CH:20]=[CH:19][CH:18]=[CH:17][CH:16]=2)[NH:9][C:8](=[O:21])[CH2:7][CH2:6][CH:5]=[CH:4][CH2:3]1, predict the reaction product. (5) Given the reactants [F:1][C:2]1[CH:3]=[C:4]([CH2:8][CH2:9][NH:10][C:11]([C:13]2[CH:14]=[N:15][N:16]([CH3:21])[C:17]=2[N+:18]([O-])=O)=[O:12])[CH:5]=[CH:6][CH:7]=1, predict the reaction product. The product is: [NH2:18][C:17]1[N:16]([CH3:21])[N:15]=[CH:14][C:13]=1[C:11]([NH:10][CH2:9][CH2:8][C:4]1[CH:5]=[CH:6][CH:7]=[C:2]([F:1])[CH:3]=1)=[O:12].